From a dataset of Forward reaction prediction with 1.9M reactions from USPTO patents (1976-2016). Predict the product of the given reaction. The product is: [Br:1][C:2]1[CH:10]=[C:9]2[C:5]([C:6]([NH:12][C:13]3[CH:14]=[C:15]([C:19]4([CH3:26])[NH:24][C:23](=[S:36])[CH2:22][O:21][CH2:20]4)[CH:16]=[CH:17][CH:18]=3)=[N:7][N:8]2[CH3:11])=[CH:4][CH:3]=1. Given the reactants [Br:1][C:2]1[CH:10]=[C:9]2[C:5]([C:6]([NH:12][C:13]3[CH:14]=[C:15]([C:19]4([CH3:26])[NH:24][C:23](=O)[CH2:22][O:21][CH2:20]4)[CH:16]=[CH:17][CH:18]=3)=[N:7][N:8]2[CH3:11])=[CH:4][CH:3]=1.COC1C=CC(P2(SP(C3C=CC(OC)=CC=3)(=S)S2)=[S:36])=CC=1, predict the reaction product.